This data is from Full USPTO retrosynthesis dataset with 1.9M reactions from patents (1976-2016). The task is: Predict the reactants needed to synthesize the given product. (1) Given the product [CH2:12]([C:2]1[CH:3]=[CH:4][C:5]2[O:9][CH:8]=[CH:7][C:6]=2[CH:10]=1)[CH:13]([CH3:15])[CH3:14], predict the reactants needed to synthesize it. The reactants are: Br[C:2]1[CH:3]=[CH:4][C:5]2[O:9][CH:8]=[CH:7][C:6]=2[CH:10]=1.[Br-].[CH2:12]([Zn+])[CH:13]([CH3:15])[CH3:14]. (2) The reactants are: [C:1]([CH2:3][NH:4][C:5]([C@@H:7]1[CH2:12][CH2:11][CH2:10][CH2:9][C@H:8]1[CH2:13][S:14]([C:17]1[CH:22]=[CH:21][C:20]([S:23][CH2:24][CH2:25][NH:26]C(OC(C)(C)C)=O)=[CH:19][CH:18]=1)(=[O:16])=[O:15])=[O:6])#[N:2].[CH3:34][S:35]([OH:38])(=[O:37])=[O:36].CCOCC. Given the product [S:35]([OH:38])(=[O:37])(=[O:36])[CH3:34].[C:1]([CH2:3][NH:4][C:5]([C@@H:7]1[CH2:12][CH2:11][CH2:10][CH2:9][C@H:8]1[CH2:13][S:14]([C:17]1[CH:22]=[CH:21][C:20]([S:23][CH2:24][CH2:25][NH2:26])=[CH:19][CH:18]=1)(=[O:15])=[O:16])=[O:6])#[N:2], predict the reactants needed to synthesize it. (3) Given the product [CH3:29][O:25][C:24]([C:23]1[C:17]2[O:16][B:15]([OH:27])[C@@H:14]([NH:13][C:11](=[O:12])[CH2:10][C:6]3[CH:5]=[C:4]4[C:9](=[CH:8][CH:7]=3)[CH2:1][NH:2][CH2:3]4)[CH2:19][C:18]=2[CH:20]=[CH:21][CH:22]=1)=[O:26], predict the reactants needed to synthesize it. The reactants are: [CH2:1]1[C:9]2[C:4](=[CH:5][C:6]([CH2:10][C:11]([NH:13][C@H:14]3[CH2:19][C:18]4[CH:20]=[CH:21][CH:22]=[C:23]([C:24]([OH:26])=[O:25])[C:17]=4[O:16][B:15]3[OH:27])=[O:12])=[CH:7][CH:8]=2)[CH2:3][NH:2]1.Cl.[CH3:29]O. (4) Given the product [Cl:1][C:2]1[C:7]([N+:8]([O-:10])=[O:9])=[C:6]([NH:25][CH2:22][C:23]#[CH:24])[C:5]([CH3:12])=[C:4]([CH3:13])[N:3]=1, predict the reactants needed to synthesize it. The reactants are: [Cl:1][C:2]1[C:7]([N+:8]([O-:10])=[O:9])=[C:6](Cl)[C:5]([CH3:12])=[C:4]([CH3:13])[N:3]=1.C(N(CC)CC)C.Cl.[CH2:22]([NH2:25])[C:23]#[CH:24].C(N)C#C.